This data is from Reaction yield outcomes from USPTO patents with 853,638 reactions. The task is: Predict the reaction yield, written as a fraction of the theoretical maximum amount of product (1.0 means a 100% yield; for example, 0.34 means a 34% yield). (1) The reactants are [O:1]=[C:2]1[C:7]2[CH:8]=[CH:9][CH:10]=[CH:11][C:6]=2[O:5][C:4]([C:12]([OH:14])=O)=[CH:3]1.S(Cl)(Cl)=O.[NH2:19][C:20]1[CH:25]=[CH:24][CH:23]=[CH:22][CH:21]=1. The catalyst is CN(C=O)C. The product is [O:1]=[C:2]1[C:7]2[C:6](=[CH:11][CH:10]=[CH:9][CH:8]=2)[O:5][C:4]([C:12]([NH:19][C:20]2[CH:25]=[CH:24][CH:23]=[CH:22][CH:21]=2)=[O:14])=[CH:3]1. The yield is 0.120. (2) The reactants are [N:1]([C:4]1[C:13]([C:14]2[CH:19]=[CH:18][C:17]([O:20][CH3:21])=[CH:16][CH:15]=2)=[N:12][C:11]([C:22]2[CH:27]=[CH:26][C:25]([O:28][CH3:29])=[CH:24][CH:23]=2)=[CH:10][C:5]=1[C:6]([O:8][CH3:9])=[O:7])=[N+]=[N-]. The catalyst is ClC1C=CC=CC=1Cl. The product is [CH3:21][O:20][C:17]1[CH:16]=[CH:15][C:14]2[C:13]3[N:12]=[C:11]([C:22]4[CH:27]=[CH:26][C:25]([O:28][CH3:29])=[CH:24][CH:23]=4)[CH:10]=[C:5]([C:6]([O:8][CH3:9])=[O:7])[C:4]=3[NH:1][C:19]=2[CH:18]=1. The yield is 0.720. (3) The reactants are [OH:1][C:2]1[C:10]2[C:9](=[O:11])[O:8][C:7](=O)[C:6]=2[CH:5]=[CH:4][CH:3]=1.C([O-])(=O)C.[Na+].Cl.[CH3:19][NH2:20]. The catalyst is C(O)(=O)C. The product is [OH:1][C:2]1[CH:3]=[CH:4][CH:5]=[C:6]2[C:10]=1[C:9](=[O:11])[N:20]([CH3:19])[C:7]2=[O:8]. The yield is 0.680. (4) The reactants are [CH2:1]([NH2:4])[CH2:2][NH2:3].[C:5]1(=[O:11])[O:10][C:8](=[O:9])[CH2:7][CH2:6]1.C(=O)=O.[OH-].[Na+].[C:17](O)(=[O:28])[CH2:18][C:19](CC(O)=O)([C:21]([OH:23])=[O:22])O.Cl. The catalyst is C([O-])(O)=O.[Na+]. The product is [C:21]([CH2:19][CH2:18][C:17]([NH:3][CH2:2][CH2:1][NH:4][C:8](=[O:9])[CH2:7][CH2:6][C:5]([OH:10])=[O:11])=[O:28])([OH:23])=[O:22]. The yield is 0.390. (5) The yield is 0.560. The catalyst is CCO.[Pd]. The product is [OH:8][C:9]1[CH:10]=[CH:11][C:12]([O:13][CH2:14][CH2:15][CH2:16][CH2:17][N:18]2[C:28](=[O:29])[C:27]3[C:22](=[CH:23][CH:24]=[CH:25][CH:26]=3)[S:19]2(=[O:21])=[O:20])=[CH:30][CH:31]=1. The reactants are C([O:8][C:9]1[CH:31]=[CH:30][C:12]([O:13][CH2:14][CH2:15][CH2:16][CH2:17][N:18]2[C:28](=[O:29])[C:27]3[C:22](=[CH:23][CH:24]=[CH:25][CH:26]=3)[S:19]2(=[O:21])=[O:20])=[CH:11][CH:10]=1)C1C=CC=CC=1.C1CC=CCC=1. (6) The reactants are Br[C:2]1[CH:7]=[CH:6][C:5]([C:8]2([C:11]([N:13]3[CH2:17][CH2:16][C@@:15]4([C:21]5[CH:22]=[CH:23][CH:24]=[CH:25][C:20]=5[C:19](=[O:26])[O:18]4)[CH2:14]3)=[O:12])[CH2:10][CH2:9]2)=[CH:4][CH:3]=1.[CH3:27][C:28]1[CH:33]=[CH:32][C:31](/[CH:34]=[CH:35]/B(O)O)=[CH:30][CH:29]=1.C(P(C(C)(C)C)C(C)(C)C)(C)(C)C.[F-].[K+]. The catalyst is O1CCCC1.C1C=CC(/C=C/C(/C=C/C2C=CC=CC=2)=O)=CC=1.C1C=CC(/C=C/C(/C=C/C2C=CC=CC=2)=O)=CC=1.C1C=CC(/C=C/C(/C=C/C2C=CC=CC=2)=O)=CC=1.[Pd].[Pd]. The product is [CH3:27][C:28]1[CH:33]=[CH:32][C:31](/[CH:34]=[CH:35]/[C:2]2[CH:3]=[CH:4][C:5]([C:8]3([C:11]([N:13]4[CH2:17][CH2:16][C@@:15]5([C:21]6[CH:22]=[CH:23][CH:24]=[CH:25][C:20]=6[C:19](=[O:26])[O:18]5)[CH2:14]4)=[O:12])[CH2:10][CH2:9]3)=[CH:6][CH:7]=2)=[CH:30][CH:29]=1. The yield is 0.500. (7) The reactants are [NH2:1][C:2]1[C:7]([C:8]([C:10]2[CH:15]=[CH:14][CH:13]=[CH:12][C:11]=2[F:16])=[O:9])=[CH:6][CH:5]=[C:4]([NH:17][CH:18]2[CH2:23][CH2:22][NH:21][CH2:20][CH2:19]2)[N:3]=1.C(N(CC)CC)C.[CH2:31]([S:33](Cl)(=[O:35])=[O:34])[CH3:32]. The catalyst is C(Cl)Cl. The product is [NH2:1][C:2]1[C:7]([C:8]([C:10]2[CH:15]=[CH:14][CH:13]=[CH:12][C:11]=2[F:16])=[O:9])=[CH:6][CH:5]=[C:4]([NH:17][CH:18]2[CH2:19][CH2:20][N:21]([S:33]([CH2:31][CH3:32])(=[O:35])=[O:34])[CH2:22][CH2:23]2)[N:3]=1. The yield is 0.600. (8) The reactants are [CH3:1][N:2]1[C:10]2[C:5](=[CH:6][CH:7]=[CH:8][CH:9]=2)[CH:4]=[C:3]1[C:11]([NH:13][C@H:14]([C:18]([NH:20][CH:21]([CH:30]([OH:33])[CH2:31][F:32])[CH2:22][C:23]([O:25][C:26]([CH3:29])([CH3:28])[CH3:27])=[O:24])=[O:19])[CH:15]([CH3:17])[CH3:16])=[O:12].CC(OI1(OC(C)=O)(OC(C)=O)OC(=O)C2C=CC=CC1=2)=O. The catalyst is CS(C)=O. The product is [CH3:1][N:2]1[C:10]2[C:5](=[CH:6][CH:7]=[CH:8][CH:9]=2)[CH:4]=[C:3]1[C:11]([NH:13][C@H:14]([C:18]([NH:20][CH:21]([C:30](=[O:33])[CH2:31][F:32])[CH2:22][C:23]([O:25][C:26]([CH3:27])([CH3:29])[CH3:28])=[O:24])=[O:19])[CH:15]([CH3:16])[CH3:17])=[O:12]. The yield is 0.490. (9) The product is [CH3:17][C:18]1[CH:23]=[CH:22][C:21]([S:24]([O:6][CH2:5][C:4]2[CH:7]=[C:8]([O:10][C:11]([F:12])([F:13])[F:14])[CH:9]=[C:2]([Cl:1])[CH:3]=2)(=[O:26])=[O:25])=[CH:20][CH:19]=1. The catalyst is CO.CN(C)C1C=CN=CC=1.ClCCl. The yield is 0.330. The reactants are [Cl:1][C:2]1[CH:3]=[C:4]([CH:7]=[C:8]([O:10][C:11]([F:14])([F:13])[F:12])[CH:9]=1)[CH:5]=[O:6].[BH4-].[Na+].[CH3:17][C:18]1[CH:23]=[CH:22][C:21]([S:24](Cl)(=[O:26])=[O:25])=[CH:20][CH:19]=1.C(N(CC)CC)C.